Task: Regression. Given two drug SMILES strings and cell line genomic features, predict the synergy score measuring deviation from expected non-interaction effect.. Dataset: NCI-60 drug combinations with 297,098 pairs across 59 cell lines (1) Drug 1: CN(CC1=CN=C2C(=N1)C(=NC(=N2)N)N)C3=CC=C(C=C3)C(=O)NC(CCC(=O)O)C(=O)O. Drug 2: CCC1=C2N=C(C=C(N2N=C1)NCC3=C[N+](=CC=C3)[O-])N4CCCCC4CCO. Cell line: OVCAR3. Synergy scores: CSS=66.1, Synergy_ZIP=5.18, Synergy_Bliss=5.22, Synergy_Loewe=-7.08, Synergy_HSA=6.51. (2) Drug 1: CCC1=C2CN3C(=CC4=C(C3=O)COC(=O)C4(CC)O)C2=NC5=C1C=C(C=C5)O. Drug 2: C(CC(=O)O)C(=O)CN.Cl. Cell line: PC-3. Synergy scores: CSS=22.7, Synergy_ZIP=-6.38, Synergy_Bliss=-1.34, Synergy_Loewe=-2.73, Synergy_HSA=1.80. (3) Drug 1: C1CCC(C1)C(CC#N)N2C=C(C=N2)C3=C4C=CNC4=NC=N3. Drug 2: CNC(=O)C1=CC=CC=C1SC2=CC3=C(C=C2)C(=NN3)C=CC4=CC=CC=N4. Cell line: BT-549. Synergy scores: CSS=-3.71, Synergy_ZIP=2.34, Synergy_Bliss=3.10, Synergy_Loewe=-0.498, Synergy_HSA=-0.217. (4) Drug 1: C1=NC2=C(N1)C(=S)N=C(N2)N. Drug 2: C1C(C(OC1N2C=C(C(=O)NC2=O)F)CO)O. Cell line: SK-MEL-28. Synergy scores: CSS=8.66, Synergy_ZIP=-8.76, Synergy_Bliss=-9.45, Synergy_Loewe=-8.85, Synergy_HSA=-7.49. (5) Drug 1: C1C(C(OC1N2C=NC3=C(N=C(N=C32)Cl)N)CO)O. Drug 2: CC(C)CN1C=NC2=C1C3=CC=CC=C3N=C2N. Cell line: NCI-H226. Synergy scores: CSS=0.0690, Synergy_ZIP=-1.99, Synergy_Bliss=-4.37, Synergy_Loewe=-4.17, Synergy_HSA=-3.66. (6) Drug 1: CS(=O)(=O)CCNCC1=CC=C(O1)C2=CC3=C(C=C2)N=CN=C3NC4=CC(=C(C=C4)OCC5=CC(=CC=C5)F)Cl. Drug 2: C(CC(=O)O)C(=O)CN.Cl. Cell line: MCF7. Synergy scores: CSS=1.49, Synergy_ZIP=-0.0801, Synergy_Bliss=1.96, Synergy_Loewe=-4.21, Synergy_HSA=-1.58.